From a dataset of Reaction yield outcomes from USPTO patents with 853,638 reactions. Predict the reaction yield, written as a fraction of the theoretical maximum amount of product (1.0 means a 100% yield; for example, 0.34 means a 34% yield). (1) The reactants are F[C:2]1[CH:7]=[CH:6][C:5]([N+:8]([O-])=O)=[CH:4][CH:3]=1.[CH3:11][C:12]1[N:13]=[CH:14][NH:15][CH:16]=1.C([O-])([O-])=O.[K+].[K+]. The catalyst is CN(C=O)C. The product is [CH3:11][C:12]1[N:13]=[CH:14][N:15]([C:2]2[CH:7]=[CH:6][C:5]([NH2:8])=[CH:4][CH:3]=2)[CH:16]=1. The yield is 0.870. (2) The reactants are [Cl-].[CH3:2][O:3][CH2:4][P+](C1C=CC=CC=1)(C1C=CC=CC=1)C1C=CC=CC=1.CC([O-])(C)C.[K+].[Br:30][C:31]1[C:32]([O:39][CH3:40])=[N:33][CH:34]=[C:35]([CH:38]=1)[CH:36]=O. The catalyst is C1COCC1. The product is [Br:30][C:31]1[C:32]([O:39][CH3:40])=[N:33][CH:34]=[C:35](/[CH:36]=[CH:2]/[O:3][CH3:4])[CH:38]=1. The yield is 0.850. (3) The reactants are [Cl:1][C:2]1[CH:3]=[C:4]([CH:8]2[C:12]([C:15]3[CH:20]=[CH:19][C:18]([Cl:21])=[CH:17][C:16]=3[F:22])([C:13]#[N:14])[CH:11]([CH2:23][C:24]([CH3:27])([CH3:26])[CH3:25])[CH2:10][NH:9]2)[CH:5]=[CH:6][CH:7]=1.[CH2:28]([N:30]([CH2:33]C)CC)[CH3:29].[C:35](Cl)(Cl)=[O:36].C(N)C.CC1C=CC(S([O-])(=O)=[O:50])=CC=1.C1C=C[NH+]=CC=1.[CH3:59][OH:60]. The catalyst is C(Cl)Cl. The product is [OH:60][C@H:59]([CH2:35][OH:36])[CH2:29][CH2:28][NH:30][C:33]([N:9]1[CH2:10][CH:11]([CH2:23][C:24]([CH3:27])([CH3:26])[CH3:25])[C:12]([C:15]2[CH:20]=[CH:19][C:18]([Cl:21])=[CH:17][C:16]=2[F:22])([C:13]#[N:14])[CH:8]1[C:4]1[CH:5]=[CH:6][CH:7]=[C:2]([Cl:1])[CH:3]=1)=[O:50]. The yield is 0.438.